The task is: Regression. Given two drug SMILES strings and cell line genomic features, predict the synergy score measuring deviation from expected non-interaction effect.. This data is from NCI-60 drug combinations with 297,098 pairs across 59 cell lines. (1) Drug 2: C1CN(CCN1C(=O)CCBr)C(=O)CCBr. Drug 1: CC=C1C(=O)NC(C(=O)OC2CC(=O)NC(C(=O)NC(CSSCCC=C2)C(=O)N1)C(C)C)C(C)C. Cell line: T-47D. Synergy scores: CSS=69.3, Synergy_ZIP=4.39, Synergy_Bliss=5.89, Synergy_Loewe=-17.9, Synergy_HSA=5.51. (2) Drug 1: CN1C2=C(C=C(C=C2)N(CCCl)CCCl)N=C1CCCC(=O)O.Cl. Drug 2: CC1=C(C(=O)C2=C(C1=O)N3CC4C(C3(C2COC(=O)N)OC)N4)N. Cell line: U251. Synergy scores: CSS=37.4, Synergy_ZIP=-0.0909, Synergy_Bliss=-2.91, Synergy_Loewe=-23.6, Synergy_HSA=-1.69. (3) Drug 1: CCN(CC)CCCC(C)NC1=C2C=C(C=CC2=NC3=C1C=CC(=C3)Cl)OC. Drug 2: CC1CCCC2(C(O2)CC(NC(=O)CC(C(C(=O)C(C1O)C)(C)C)O)C(=CC3=CSC(=N3)C)C)C. Cell line: SNB-75. Synergy scores: CSS=47.9, Synergy_ZIP=-3.29, Synergy_Bliss=-2.83, Synergy_Loewe=-0.955, Synergy_HSA=1.52. (4) Drug 1: CCCS(=O)(=O)NC1=C(C(=C(C=C1)F)C(=O)C2=CNC3=C2C=C(C=N3)C4=CC=C(C=C4)Cl)F. Drug 2: C(CCl)NC(=O)N(CCCl)N=O. Cell line: CAKI-1. Synergy scores: CSS=-6.82, Synergy_ZIP=3.03, Synergy_Bliss=-10.1, Synergy_Loewe=-10.4, Synergy_HSA=-10.6. (5) Drug 1: CC1=C2C(C(=O)C3(C(CC4C(C3C(C(C2(C)C)(CC1OC(=O)C(C(C5=CC=CC=C5)NC(=O)C6=CC=CC=C6)O)O)OC(=O)C7=CC=CC=C7)(CO4)OC(=O)C)O)C)OC(=O)C. Drug 2: CC1=C(C(=O)C2=C(C1=O)N3CC4C(C3(C2COC(=O)N)OC)N4)N. Cell line: MCF7. Synergy scores: CSS=20.3, Synergy_ZIP=-11.8, Synergy_Bliss=-3.76, Synergy_Loewe=-3.28, Synergy_HSA=-1.40. (6) Drug 2: C1=NNC2=C1C(=O)NC=N2. Synergy scores: CSS=3.80, Synergy_ZIP=-2.06, Synergy_Bliss=0.258, Synergy_Loewe=0.374, Synergy_HSA=0.778. Cell line: A498. Drug 1: CS(=O)(=O)OCCCCOS(=O)(=O)C.